Dataset: Reaction yield outcomes from USPTO patents with 853,638 reactions. Task: Predict the reaction yield, written as a fraction of the theoretical maximum amount of product (1.0 means a 100% yield; for example, 0.34 means a 34% yield). (1) The reactants are [C:1]([C:4]1[CH:5]=[C:6]([C:9]([NH:11][CH2:12]/[CH:13]=[CH:14]/[C:15]([O:17][CH2:18][CH3:19])=[O:16])=[O:10])[NH:7][CH:8]=1)(=[O:3])[CH3:2]. The catalyst is C(#N)C. The product is [C:1]([C:4]1[CH:5]=[C:6]2[C:9](=[O:10])[NH:11][CH2:12][CH:13]([CH2:14][C:15]([O:17][CH2:18][CH3:19])=[O:16])[N:7]2[CH:8]=1)(=[O:3])[CH3:2]. The yield is 0.700. (2) The reactants are [OH:1][CH2:2][CH2:3][NH:4][C:5]([N:7]1[CH2:12][CH2:11][CH:10]([C:13]2[CH:18]=[CH:17][C:16]([NH:19][C:20]([C:22]3[N:23](COCC[Si](C)(C)C)[CH:24]=[C:25]([C:27]#[N:28])[N:26]=3)=[O:21])=[C:15]([C:37]3[CH2:42][CH2:41][CH2:40][CH2:39][CH:38]=3)[CH:14]=2)[CH2:9][CH2:8]1)=[O:6].CCO.C(O)(C(F)(F)F)=O. The catalyst is C(Cl)Cl. The product is [OH:1][CH2:2][CH2:3][NH:4][C:5]([N:7]1[CH2:12][CH2:11][CH:10]([C:13]2[CH:18]=[CH:17][C:16]([NH:19][C:20]([C:22]3[NH:23][CH:24]=[C:25]([C:27]#[N:28])[N:26]=3)=[O:21])=[C:15]([C:37]3[CH2:42][CH2:41][CH2:40][CH2:39][CH:38]=3)[CH:14]=2)[CH2:9][CH2:8]1)=[O:6]. The yield is 0.920. (3) The reactants are [NH2:1][C:2]1[CH:3]=[C:4]([CH:10]=[CH:11][CH:12]=1)[C:5]([O:7][CH2:8][CH3:9])=[O:6].C(N(CC)CC)C.FC(F)(F)S(O[Si:26]([CH3:29])([CH3:28])[CH3:27])(=O)=O. The catalyst is C1(C)C=CC=CC=1. The product is [CH3:27][Si:26]([N:1]([Si:26]([CH3:29])([CH3:28])[CH3:27])[C:2]1[CH:3]=[C:4]([CH:10]=[CH:11][CH:12]=1)[C:5]([O:7][CH2:8][CH3:9])=[O:6])([CH3:29])[CH3:28]. The yield is 0.920. (4) The reactants are [F:1][C:2]1[CH:7]=[CH:6][C:5]([C:8]2[C:12](/[CH:13]=[CH:14]/[C:15]3[CH:16]=[C:17]([C:21]([OH:23])=O)[N:18]([CH3:20])[N:19]=3)=[C:11]([CH3:24])[O:10][N:9]=2)=[CH:4][CH:3]=1.[OH:25][CH2:26][CH:27]([NH2:29])[CH3:28]. No catalyst specified. The product is [OH:25][CH2:26][CH:27]([NH:29][C:21]([C:17]1[N:18]([CH3:20])[N:19]=[C:15](/[CH:14]=[CH:13]/[C:12]2[C:8]([C:5]3[CH:4]=[CH:3][C:2]([F:1])=[CH:7][CH:6]=3)=[N:9][O:10][C:11]=2[CH3:24])[CH:16]=1)=[O:23])[CH3:28]. The yield is 0.170. (5) The reactants are Br[C:2]1[C:3]([CH3:21])=[C:4]([CH:18]=[CH:19][CH:20]=1)[C:5]([NH:7][CH2:8][C:9]1[C:10](=[O:17])[NH:11][C:12]([CH3:16])=[CH:13][C:14]=1[CH3:15])=[O:6].[CH3:22][N:23]1[C:27](B2OC(C)(C)C(C)(C)O2)=[C:26]([CH3:37])[CH:25]=[N:24]1.C(=O)([O-])[O-].[Na+].[Na+]. The catalyst is [Pd+2].ClC1C=C[C-](P(C2C=CC=CC=2)C2C=CC=CC=2)C=1Cl.[C-]1(P(C2C=CC=CC=2)C2C=CC=CC=2)C=CC=C1.[Fe+2].ClCCl. The product is [CH3:15][C:14]1[CH:13]=[C:12]([CH3:16])[NH:11][C:10](=[O:17])[C:9]=1[CH2:8][NH:7][C:5](=[O:6])[C:4]1[CH:18]=[CH:19][CH:20]=[C:2]([C:27]2[N:23]([CH3:22])[N:24]=[CH:25][C:26]=2[CH3:37])[C:3]=1[CH3:21]. The yield is 0.195. (6) The reactants are BrC1SC=CC=1.C([Li])CCC.[CH2:12]([N:19]1[CH2:24][CH2:23][C:22](=O)[CH2:21][CH2:20]1)[C:13]1[CH:18]=[CH:17][CH:16]=[CH:15][CH:14]=1. The catalyst is C1COCC1. The product is [CH2:12]([N:19]1[CH2:24][CH2:23][CH2:22][CH2:21][CH2:20]1)[C:13]1[CH:18]=[CH:17][CH:16]=[CH:15][CH:14]=1. The yield is 0.720. (7) The reactants are C[O:2][C:3](=O)[CH2:4][C:5]([NH:7][C:8]1[CH:13]=[CH:12][C:11]([CH2:14][O:15][C:16]2[CH:21]=[CH:20][CH:19]=[C:18]([F:22])[CH:17]=2)=[CH:10][CH:9]=1)=[O:6].[OH-].[NH4+:25]. No catalyst specified. The product is [F:22][C:18]1[CH:17]=[C:16]([CH:21]=[CH:20][CH:19]=1)[O:15][CH2:14][C:11]1[CH:12]=[CH:13][C:8]([NH:7][C:5](=[O:6])[CH2:4][C:3]([NH2:25])=[O:2])=[CH:9][CH:10]=1. The yield is 0.370.